The task is: Predict which catalyst facilitates the given reaction.. This data is from Catalyst prediction with 721,799 reactions and 888 catalyst types from USPTO. Reactant: [OH:1][C:2]1[C:6]([CH3:15])([CH2:7][CH2:8][CH2:9][CH2:10][CH2:11][CH2:12][CH2:13][CH3:14])[S:5][C:4](=[O:16])[CH:3]=1.Cl[C:18]([O:20][CH3:21])=[O:19].CN(C1C=CC=CN=1)C.CCN(CC)CC. Product: [CH3:21][O:20][C:18]([C:3]1[C:4](=[O:16])[S:5][C:6]([CH3:15])([CH2:7][CH2:8][CH2:9][CH2:10][CH2:11][CH2:12][CH2:13][CH3:14])[C:2]=1[OH:1])=[O:19]. The catalyst class is: 25.